This data is from Peptide-MHC class I binding affinity with 185,985 pairs from IEDB/IMGT. The task is: Regression. Given a peptide amino acid sequence and an MHC pseudo amino acid sequence, predict their binding affinity value. This is MHC class I binding data. (1) The peptide sequence is DLTAALRDV. The MHC is HLA-A68:02 with pseudo-sequence HLA-A68:02. The binding affinity (normalized) is 0.278. (2) The peptide sequence is VTTDIQVKV. The MHC is HLA-B57:01 with pseudo-sequence HLA-B57:01. The binding affinity (normalized) is 0.178. (3) The peptide sequence is QQYAGWSAL. The MHC is BoLA-D18.4 with pseudo-sequence BoLA-D18.4. The binding affinity (normalized) is 0.507. (4) The peptide sequence is VTAASAAQRR. The MHC is HLA-A68:01 with pseudo-sequence HLA-A68:01. The binding affinity (normalized) is 0.654. (5) The peptide sequence is VEIFKHLVF. The MHC is HLA-B57:01 with pseudo-sequence HLA-B57:01. The binding affinity (normalized) is 0.0847.